From a dataset of Full USPTO retrosynthesis dataset with 1.9M reactions from patents (1976-2016). Predict the reactants needed to synthesize the given product. (1) The reactants are: CC(C)([O-])C.[K+].[N+:7]([C:10]1[S:11][CH:12]=[CH:13][CH:14]=1)([O-:9])=[O:8].Cl[CH2:16][C:17]([O:19][CH2:20][CH3:21])=[O:18]. Given the product [N+:7]([C:10]1[S:11][CH:12]=[CH:13][C:14]=1[CH2:16][C:17]([O:19][CH2:20][CH3:21])=[O:18])([O-:9])=[O:8], predict the reactants needed to synthesize it. (2) Given the product [C:1]([N:4]1[CH2:9][CH2:8][N:7]([CH2:17][CH2:18][CH2:19][OH:20])[CH2:6][CH2:5]1)(=[O:3])[CH3:2], predict the reactants needed to synthesize it. The reactants are: [C:1]([N:4]1[CH2:9][CH2:8][NH:7][CH2:6][CH2:5]1)(=[O:3])[CH3:2].C(=O)([O-])[O-].[K+].[K+].Br[CH2:17][CH2:18][CH2:19][OH:20]. (3) The reactants are: Cl.C(OC([N:9]1[CH2:13][C@@H:12]([CH2:14][C@H:15]([CH2:19][C:20]2[CH:25]=[CH:24][C:23]([O:26][CH3:27])=[C:22]([O:28][CH2:29][CH2:30][CH2:31][O:32][CH3:33])[CH:21]=2)[CH:16]([CH3:18])[CH3:17])[C@H:11]([CH2:34][N:35]([CH:45]2[CH2:47][CH2:46]2)[C:36]([C:38]2[CH:43]=[N:42][C:41]([CH3:44])=[CH:40][N:39]=2)=[O:37])[CH2:10]1)=O)(C)(C)C.CC#N.O.CC#N. Given the product [CH:45]1([N:35]([CH2:34][C@H:11]2[C@H:12]([CH2:14][C@H:15]([CH2:19][C:20]3[CH:25]=[CH:24][C:23]([O:26][CH3:27])=[C:22]([O:28][CH2:29][CH2:30][CH2:31][O:32][CH3:33])[CH:21]=3)[CH:16]([CH3:18])[CH3:17])[CH2:13][NH:9][CH2:10]2)[C:36]([C:38]2[CH:43]=[N:42][C:41]([CH3:44])=[CH:40][N:39]=2)=[O:37])[CH2:47][CH2:46]1, predict the reactants needed to synthesize it.